This data is from Forward reaction prediction with 1.9M reactions from USPTO patents (1976-2016). The task is: Predict the product of the given reaction. (1) Given the reactants Cl[C:2]1[CH:7]=[CH:6][N:5](C2C=CC(OCC(O)(C)C)=C(OC)C=2)[C:4](=[O:22])[CH:3]=1.[CH3:39][C:33]1(C)[C:34](C)([CH3:37])[O:35][B:31]([B:31]2[O:35][C:34]([CH3:37])(C)[C:33]([CH3:39])(C)[O:32]2)[O:32]1.[C:41]([O-:44])(=O)[CH3:42].[K+].[CH3:46]C(C1C=C(C(C)C)C(C2C=CC=CC=2P(C2CCCCC2)C2CCCCC2)=C(C(C)C)C=1)C.[O:80]1[CH2:85][CH2:84][O:83][CH2:82][CH2:81]1, predict the reaction product. The product is: [OH:44][C:41]([CH3:42])([CH3:46])[CH2:81][O:80][C:85]1[CH:39]=[CH:33][C:34]([O:35][B:31]([C:2]2[CH:7]=[CH:6][NH:5][C:4](=[O:22])[CH:3]=2)[OH:32])=[CH:37][C:84]=1[O:83][CH3:82]. (2) Given the reactants [Cl:1][C:2]1[CH:7]=[CH:6][C:5]([CH2:8][C@@H:9]([C:13]2[CH:18]=[CH:17][CH:16]=[C:15]([C:19]#[N:20])[CH:14]=2)[C@@H:10]([NH2:12])[CH3:11])=[CH:4][CH:3]=1.C1([C:27](=O)[CH2:28][N:29]2[CH:33]=[CH:32][CH:31]=[N:30]2)C=CC=CC=1.[CH3:35][C:36]1[CH:37]=[CH:38][C:39](S(O)(=O)=O)=[CH:40][CH:41]=1.[BH3-][C:47]#N.[Na+], predict the reaction product. The product is: [Cl:1][C:2]1[CH:7]=[CH:6][C:5]([CH2:8][C@@H:9]([C:13]2[CH:14]=[C:15]([CH:16]=[CH:17][CH:18]=2)[C:19]#[N:20])[C@@H:10]([NH:12][CH:35]([C:36]2[CH:37]=[CH:38][CH:39]=[CH:40][CH:41]=2)[C:28]([CH3:27])([N:29]2[CH:33]=[CH:32][CH:31]=[N:30]2)[CH3:47])[CH3:11])=[CH:4][CH:3]=1.